This data is from Catalyst prediction with 721,799 reactions and 888 catalyst types from USPTO. The task is: Predict which catalyst facilitates the given reaction. Reactant: Cl[C:2]1[CH:3]=[CH:4][C:5]([F:26])=[C:6]([C:8]2[CH:17]=[C:16]([NH:18][C:19]3[CH:24]=[CH:23][N:22]=[CH:21][C:20]=3[NH2:25])[C:15]3[C:10](=[CH:11][CH:12]=[CH:13][CH:14]=3)[N:9]=2)[CH:7]=1.C(N(CC)CC)C. Product: [F:26][C:5]1[CH:4]=[CH:3][CH:2]=[CH:7][C:6]=1[C:8]1[CH:17]=[C:16]([NH:18][C:19]2[CH:24]=[CH:23][N:22]=[CH:21][C:20]=2[NH2:25])[C:15]2[C:10](=[CH:11][CH:12]=[CH:13][CH:14]=2)[N:9]=1. The catalyst class is: 123.